From a dataset of Reaction yield outcomes from USPTO patents with 853,638 reactions. Predict the reaction yield, written as a fraction of the theoretical maximum amount of product (1.0 means a 100% yield; for example, 0.34 means a 34% yield). (1) The reactants are C(OC([N:8]([C:29]1[N:34]=[C:33]([C:35]([F:38])([F:37])[F:36])[CH:32]=[CH:31][N:30]=1)[C:9]1[CH:10]=[C:11]([C:16]2[S:20][C:19]([CH2:21][C:22]([CH3:28])([CH3:27])[C:23]([O:25][CH3:26])=[O:24])=[N:18][CH:17]=2)[CH:12]=[C:13]([CH3:15])[CH:14]=1)=O)(C)(C)C. The catalyst is C(Cl)Cl.C(O)(C(F)(F)F)=O.ClCCCl. The product is [CH3:27][C:22]([CH3:28])([CH2:21][C:19]1[S:20][C:16]([C:11]2[CH:10]=[C:9]([NH:8][C:29]3[N:34]=[C:33]([C:35]([F:38])([F:36])[F:37])[CH:32]=[CH:31][N:30]=3)[CH:14]=[C:13]([CH3:15])[CH:12]=2)=[CH:17][N:18]=1)[C:23]([O:25][CH3:26])=[O:24]. The yield is 0.920. (2) The reactants are C([S:4][CH2:5][CH2:6][CH:7]([S:12]([OH:15])(=[O:14])=[O:13])[C:8]([O:10]C)=[O:9])(=O)C.[OH-].[Na+].[N+:18]([C:21]1[CH:22]=[CH:23][C:24]([S:27][S:27][C:24]2[CH:23]=[CH:22][C:21]([N+:18]([O-:20])=[O:19])=[CH:26][N:25]=2)=[N:25][CH:26]=1)([O-:20])=[O:19]. The catalyst is O.CC(N(C)C)=O. The product is [N+:18]([C:21]1[CH:22]=[CH:23][C:24]([S:27][S:4][CH2:5][CH2:6][CH:7]([S:12]([OH:15])(=[O:13])=[O:14])[C:8]([OH:10])=[O:9])=[N:25][CH:26]=1)([O-:20])=[O:19]. The yield is 0.750. (3) The reactants are [CH3:1][O:2][C:3](=[O:25])[C:4]1[CH:9]=[C:8]([C:10](=O)/[CH:11]=[CH:12]/N(C)C)[C:7]([C:17]([F:20])([F:19])[F:18])=[CH:6][C:5]=1[NH:21][C:22](=[O:24])[CH3:23].[CH3:26][O:27][CH2:28][CH2:29][NH:30][NH2:31]. The catalyst is C1(C)C=CC=CC=1. The product is [CH3:1][O:2][C:3](=[O:25])[C:4]1[CH:9]=[C:8]([C:10]2[N:30]([CH2:29][CH2:28][O:27][CH3:26])[N:31]=[CH:12][CH:11]=2)[C:7]([C:17]([F:18])([F:20])[F:19])=[CH:6][C:5]=1[NH:21][C:22](=[O:24])[CH3:23]. The yield is 0.550. (4) The reactants are [NH2:1][C:2]1[N:7]=[C:6]([NH2:8])[C:5]([C:9]2[CH:14]=[CH:13][C:12]([NH:15][C:16]([CH:18]3[CH2:20][CH2:19]3)=[O:17])=[CH:11][CH:10]=2)=[C:4]([CH2:21]Br)[N:3]=1.[F:23][C:24]1[C:31]([F:32])=[CH:30][CH:29]=[CH:28][C:25]=1[CH2:26][OH:27]. No catalyst specified. The product is [NH2:1][C:2]1[N:7]=[C:6]([NH2:8])[C:5]([C:9]2[CH:14]=[CH:13][C:12]([NH:15][C:16]([CH:18]3[CH2:20][CH2:19]3)=[O:17])=[CH:11][CH:10]=2)=[C:4]([CH2:21][O:27][CH2:26][C:25]2[CH:28]=[CH:29][CH:30]=[C:31]([F:32])[C:24]=2[F:23])[N:3]=1. The yield is 0.700. (5) The reactants are [C:1]([O:5][C:6]([N:8]1[CH2:13][CH2:12][CH:11]([O:14][CH2:15][CH2:16][CH2:17][O:18][Si](C(C)(C)C)(C)C)[CH2:10][CH2:9]1)=[O:7])([CH3:4])([CH3:3])[CH3:2].[F-].C([N+](CCCC)(CCCC)CCCC)CCC. The catalyst is C1COCC1. The product is [C:1]([O:5][C:6]([N:8]1[CH2:9][CH2:10][CH:11]([O:14][CH2:15][CH2:16][CH2:17][OH:18])[CH2:12][CH2:13]1)=[O:7])([CH3:4])([CH3:3])[CH3:2]. The yield is 0.980. (6) The reactants are CN[C@@H:3]1[CH2:7][CH2:6][C@H:5]([OH:8])[CH2:4]1.[C:9]([O:13][C:14]([O:16]C(OC(C)(C)C)=O)=O)([CH3:12])([CH3:11])[CH3:10].[CH2:24]([N:26](CC)CC)C. The catalyst is C(Cl)Cl. The product is [C:9]([O:13][C:14](=[O:16])[NH:26][CH2:24][C@H:3]1[CH2:7][CH2:6][C@@H:5]([OH:8])[CH2:4]1)([CH3:12])([CH3:11])[CH3:10]. The yield is 0.520. (7) The reactants are [N+:1]([C:4]1[CH:22]=[CH:21][C:7]([O:8][CH2:9][C:10]2[O:14][N:13]=[C:12]([C:15]3[CH:20]=[CH:19][CH:18]=[CH:17][CH:16]=3)[N:11]=2)=[CH:6][CH:5]=1)([O-])=O.S(S([O-])=O)([O-])=O.[Na+].[Na+].C([O-])([O-])=O.[K+].[K+]. The catalyst is CO.C(Cl)Cl. The product is [NH2:1][C:4]1[CH:22]=[CH:21][C:7]([O:8][CH2:9][C:10]2[O:14][N:13]=[C:12]([C:15]3[CH:20]=[CH:19][CH:18]=[CH:17][CH:16]=3)[N:11]=2)=[CH:6][CH:5]=1. The yield is 0.510. (8) The reactants are [C:1]1([C@@:11]23[CH2:16][CH:15]2[CH2:14][O:13][C:12]3=[O:17])[C:10]2[C:5](=[CH:6][CH:7]=[CH:8][CH:9]=2)[CH:4]=[CH:3][CH:2]=1.ClCCl. The catalyst is O1CCCC1. The product is [C:1]1([C@@:11]2([CH2:12][OH:17])[CH2:16][CH:15]2[CH2:14][OH:13])[C:10]2[C:5](=[CH:6][CH:7]=[CH:8][CH:9]=2)[CH:4]=[CH:3][CH:2]=1. The yield is 0.920. (9) The reactants are [F:1][C:2]1[C:3]([NH:12][C:13]2[CH:18]=[CH:17][C:16]([I:19])=[CH:15][C:14]=2[F:20])=[C:4]([CH:8]=[CH:9][C:10]=1[F:11])[C:5](O)=[O:6].N1C=CC=CC=1.N1C(F)=NC(F)=NC=1[F:29]. The catalyst is ClCCl.O. The product is [F:1][C:2]1[C:3]([NH:12][C:13]2[CH:18]=[CH:17][C:16]([I:19])=[CH:15][C:14]=2[F:20])=[C:4]([CH:8]=[CH:9][C:10]=1[F:11])[C:5]([F:29])=[O:6]. The yield is 0.970. (10) The catalyst is O1CCOCC1. The reactants are Cl[C:2]1[N:3]=[C:4]2[CH:12]=[CH:11][N:10]=[CH:9][C:5]2=[N:6][C:7]=1[Cl:8].[F:13][CH:14]([F:17])[CH2:15][NH2:16].CCN(C(C)C)C(C)C. The yield is 0.850. The product is [Cl:8][C:7]1[N:6]=[C:5]2[CH:9]=[N:10][CH:11]=[CH:12][C:4]2=[N:3][C:2]=1[NH:16][CH2:15][CH:14]([F:17])[F:13].